This data is from Forward reaction prediction with 1.9M reactions from USPTO patents (1976-2016). The task is: Predict the product of the given reaction. (1) Given the reactants [CH2:1]([S:3]([C:6]1[CH:27]=[CH:26][C:9]([CH2:10][NH:11][C:12]([C:14]2[CH:15]=[C:16]3[C:20](=[CH:21][CH:22]=2)[CH:19]([CH:23]([CH3:25])[CH3:24])[NH:18][CH2:17]3)=[O:13])=[CH:8][CH:7]=1)(=[O:5])=[O:4])[CH3:2].[OH:28][C:29]1([C:37]([F:40])([F:39])[F:38])[CH2:34][CH2:33][CH:32]([CH:35]=O)[CH2:31][CH2:30]1, predict the reaction product. The product is: [CH2:1]([S:3]([C:6]1[CH:27]=[CH:26][C:9]([CH2:10][NH:11][C:12]([C:14]2[CH:15]=[C:16]3[C:20](=[CH:21][CH:22]=2)[CH:19]([CH:23]([CH3:24])[CH3:25])[N:18]([CH2:35][CH:32]2[CH2:31][CH2:30][C:29]([OH:28])([C:37]([F:38])([F:39])[F:40])[CH2:34][CH2:33]2)[CH2:17]3)=[O:13])=[CH:8][CH:7]=1)(=[O:4])=[O:5])[CH3:2]. (2) Given the reactants [CH3:1][N:2]([CH3:21])[C:3]1([C:15]2[CH:16]=[N:17][CH:18]=[CH:19][CH:20]=2)[CH2:8][CH2:7][C:6](=[CH:9][C:10]([O:12][CH2:13][CH3:14])=[O:11])[CH2:5][CH2:4]1, predict the reaction product. The product is: [CH3:21][N:2]([CH3:1])[C:3]1([C:15]2[CH:16]=[N:17][CH:18]=[CH:19][CH:20]=2)[CH2:4][CH2:5][CH:6]([CH2:9][C:10]([O:12][CH2:13][CH3:14])=[O:11])[CH2:7][CH2:8]1. (3) Given the reactants Br[C:2]1[C:7]([C:8]([F:11])([F:10])[F:9])=[CH:6][C:5]([NH:12][C:13]2[N:17]=[C:16]([NH2:18])[NH:15][N:14]=2)=[CH:4][C:3]=1[Cl:19].CC1(C)C(C)(C)OB([C:28]2[CH:33]=[CH:32][C:31]([S:34]([CH:37]3[CH2:40][N:39]([C:41]([O:43][C:44]([CH3:47])([CH3:46])[CH3:45])=[O:42])[CH2:38]3)(=[O:36])=[O:35])=[CH:30][CH:29]=2)O1.C([O-])([O-])=O.[K+].[K+].COCCOC, predict the reaction product. The product is: [C:44]([O:43][C:41]([N:39]1[CH2:40][CH:37]([S:34]([C:31]2[CH:32]=[CH:33][C:28]([C:2]3[C:3]([Cl:19])=[CH:4][C:5]([NH:12][C:13]4[N:17]=[C:16]([NH2:18])[NH:15][N:14]=4)=[CH:6][C:7]=3[C:8]([F:11])([F:10])[F:9])=[CH:29][CH:30]=2)(=[O:36])=[O:35])[CH2:38]1)=[O:42])([CH3:47])([CH3:45])[CH3:46]. (4) Given the reactants Br[C:2]1[CH:7]=[C:6]([NH:8][C:9](=[O:18])[C:10]2[C:15]([Cl:16])=[CH:14][CH:13]=[CH:12][C:11]=2[Cl:17])[CH:5]=[CH:4][N:3]=1.[NH2:19][C:20]1[CH:30]=[CH:29][C:23]([C:24]([O:26][CH2:27][CH3:28])=[O:25])=[CH:22][CH:21]=1.C([O-])([O-])=O.[Cs+].[Cs+], predict the reaction product. The product is: [Cl:17][C:11]1[CH:12]=[CH:13][CH:14]=[C:15]([Cl:16])[C:10]=1[C:9]([NH:8][C:6]1[CH:5]=[CH:4][N:3]=[C:2]([NH:19][C:20]2[CH:21]=[CH:22][C:23]([C:24]([O:26][CH2:27][CH3:28])=[O:25])=[CH:29][CH:30]=2)[CH:7]=1)=[O:18]. (5) The product is: [Br:13][C:14]1[CH:19]=[CH:18][C:17]([N:21]2[C:25]([CH3:26])=[N:24][N:23]=[N:22]2)=[C:16]([S:11][CH3:12])[CH:15]=1. Given the reactants N(OCCC(C)C)=O.CS[S:11][CH3:12].[Br:13][C:14]1[CH:15]=[CH:16][C:17]([N:21]2[C:25]([CH3:26])=[N:24][N:23]=[N:22]2)=[C:18](N)[CH:19]=1, predict the reaction product. (6) Given the reactants [N+:1]([C:4]1[C:5]([N:10]2[CH2:15][CH2:14][CH:13]([C:16]([OH:18])=O)[CH2:12][CH2:11]2)=[N:6][CH:7]=[CH:8][CH:9]=1)([O-:3])=[O:2].[C:19]1([C:25]#[CH:26])[CH:24]=[CH:23][CH:22]=[CH:21][CH:20]=1.C(N(CC)CC)C.O, predict the reaction product. The product is: [N+:1]([C:4]1[C:5]([N:10]2[CH2:11][CH2:12][CH:13]([C:16](=[O:18])[C:26]#[C:25][C:19]3[CH:24]=[CH:23][CH:22]=[CH:21][CH:20]=3)[CH2:14][CH2:15]2)=[N:6][CH:7]=[CH:8][CH:9]=1)([O-:3])=[O:2]. (7) Given the reactants [Cl:1][C:2]1[CH:9]=[C:8]([OH:10])[CH:7]=[CH:6][C:3]=1[CH:4]=[O:5].C([O-])([O-])=O.[Cs+].[Cs+].[CH2:17](Br)[C:18]1[CH:23]=[CH:22][CH:21]=[CH:20][CH:19]=1, predict the reaction product. The product is: [CH2:17]([O:10][C:8]1[CH:7]=[CH:6][C:3]([CH:4]=[O:5])=[C:2]([Cl:1])[CH:9]=1)[C:18]1[CH:23]=[CH:22][CH:21]=[CH:20][CH:19]=1. (8) Given the reactants [CH3:1][O:2][C:3]1[CH:4]=[C:5]2[C:10](=[CH:11][C:12]=1[O:13][CH3:14])[N:9]=[CH:8][CH:7]=[C:6]2[O:15][C:16]1[CH:22]=[CH:21][C:19]([NH2:20])=[C:18]([CH3:23])[C:17]=1[CH3:24].C1(C)C=CC=CC=1.C(N(CC)CC)C.Cl[C:40](Cl)([O:42][C:43](=[O:49])OC(Cl)(Cl)Cl)Cl.[CH3:51][C:52]1[CH:57]=[CH:56][C:55]([CH3:58])=[CH:54][C:53]=1[S:59][CH:60](O)[CH2:61]C, predict the reaction product. The product is: [CH3:1][O:2][C:3]1[CH:4]=[C:5]2[C:10](=[CH:11][C:12]=1[O:13][CH3:14])[N:9]=[CH:8][CH:7]=[C:6]2[O:15][C:16]1[CH:22]=[CH:21][C:19]([NH:20][C:43](=[O:49])[O:42][CH2:40][CH2:61][CH2:60][S:59][C:53]2[CH:54]=[C:55]([CH3:58])[CH:56]=[CH:57][C:52]=2[CH3:51])=[C:18]([CH3:23])[C:17]=1[CH3:24]. (9) Given the reactants [Br:1][C:2]1[C:11]2[C:6](=[CH:7][C:8]([O:12][CH3:13])=[CH:9][CH:10]=2)[CH2:5][CH2:4][C:3]=1[C:14]1[CH:19]=[CH:18][C:17]([S:20]([CH3:23])(=[O:22])=[O:21])=[CH:16][CH:15]=1.ClC1C(=O)C(C#N)=C(C#N)C(=O)C=1Cl.C(#N)C.[OH-].[Na+], predict the reaction product. The product is: [Br:1][C:2]1[C:11]2[C:6](=[CH:7][C:8]([O:12][CH3:13])=[CH:9][CH:10]=2)[CH:5]=[CH:4][C:3]=1[C:14]1[CH:19]=[CH:18][C:17]([S:20]([CH3:23])(=[O:22])=[O:21])=[CH:16][CH:15]=1.